Dataset: Catalyst prediction with 721,799 reactions and 888 catalyst types from USPTO. Task: Predict which catalyst facilitates the given reaction. (1) Reactant: [C:1]1([N:7]2[CH:11]=[C:10]([C:12]([O:14]CC)=[O:13])[C:9]([C:17]([F:20])([F:19])[F:18])=[N:8]2)[CH:6]=[CH:5][CH:4]=[CH:3][CH:2]=1.[OH-].[Na+]. Product: [C:1]1([N:7]2[CH:11]=[C:10]([C:12]([OH:14])=[O:13])[C:9]([C:17]([F:19])([F:20])[F:18])=[N:8]2)[CH:2]=[CH:3][CH:4]=[CH:5][CH:6]=1. The catalyst class is: 301. (2) The catalyst class is: 12. Product: [NH2:23][CH:24]1[CH2:29][CH2:28][CH:27]([NH:30][C:18]2[N:17]=[C:16]([N:14]([C:3]3[C:2]([F:1])=[CH:7][N:6]=[C:5]([C:8]4[CH:13]=[CH:12][CH:11]=[CH:10][CH:9]=4)[N:4]=3)[CH3:15])[CH:21]=[CH:20][N:19]=2)[CH2:26][CH2:25]1. Reactant: [F:1][C:2]1[C:3]([N:14]([C:16]2[CH:21]=[CH:20][N:19]=[C:18](F)[N:17]=2)[CH3:15])=[N:4][C:5]([C:8]2[CH:13]=[CH:12][CH:11]=[CH:10][CH:9]=2)=[N:6][CH:7]=1.[NH2:23][C@H:24]1[CH2:29][CH2:28][C@H:27]([NH2:30])[CH2:26][CH2:25]1. (3) Reactant: C(NC(C)C)(C)C.C([Li])CCC.[C:13]1([CH3:33])[CH:18]=[CH:17][C:16]([S:19]([N:22]2[C:26]3[N:27]=[CH:28][CH:29]=[C:30]([C:31]#[N:32])[C:25]=3[CH:24]=[CH:23]2)(=[O:21])=[O:20])=[CH:15][CH:14]=1.[I:34]I. Product: [I:34][C:23]1[N:22]([S:19]([C:16]2[CH:15]=[CH:14][C:13]([CH3:33])=[CH:18][CH:17]=2)(=[O:21])=[O:20])[C:26]2[N:27]=[CH:28][CH:29]=[C:30]([C:31]#[N:32])[C:25]=2[CH:24]=1. The catalyst class is: 30. (4) Reactant: [NH2:1][C@H:2]([CH2:22][C:23]1[CH:28]=[CH:27][C:26]([O:29][CH3:30])=[CH:25][CH:24]=1)[C:3]([N:5]1[CH2:10][CH2:9][C:8]([CH:16]2[CH2:21][CH2:20][CH2:19][CH2:18][CH2:17]2)([C:11]([O:13][CH2:14][CH3:15])=[O:12])[CH2:7][CH2:6]1)=[O:4].Cl[C:32](OC1C=CC([N+]([O-])=O)=CC=1)=[O:33].[NH4+].[OH-].[NH2:46][CH2:47][CH2:48][C:49]1[N:53]=[CH:52][NH:51][CH:50]=1.[OH-].[Na+]. Product: [CH:16]1([C:8]2([C:11]([O:13][CH2:14][CH3:15])=[O:12])[CH2:9][CH2:10][N:5]([C:3](=[O:4])[C@H:2]([NH:1][C:32]([NH:46][CH2:47][CH2:48][C:49]3[N:53]=[CH:52][NH:51][CH:50]=3)=[O:33])[CH2:22][C:23]3[CH:28]=[CH:27][C:26]([O:29][CH3:30])=[CH:25][CH:24]=3)[CH2:6][CH2:7]2)[CH2:21][CH2:20][CH2:19][CH2:18][CH2:17]1. The catalyst class is: 606. (5) Reactant: [Si:1]([O:8][CH2:9][CH2:10][O:11][C:12]1[CH:20]=[C:19]2[C:15]([C:16]([C:21](=[O:30])[CH:22](Cl)[C:23]3[CH:28]=[CH:27][CH:26]=[CH:25][CH:24]=3)=[CH:17][NH:18]2)=[CH:14][CH:13]=1)([C:4]([CH3:7])([CH3:6])[CH3:5])([CH3:3])[CH3:2].[CH3:31][O:32][C:33]1[CH:34]=[C:35]([CH:37]=[CH:38][CH:39]=1)[NH2:36]. Product: [Si:1]([O:8][CH2:9][CH2:10][O:11][C:12]1[CH:20]=[C:19]2[C:15]([C:16]([C:21](=[O:30])[CH:22]([NH:36][C:35]3[CH:37]=[CH:38][CH:39]=[C:33]([O:32][CH3:31])[CH:34]=3)[C:23]3[CH:28]=[CH:27][CH:26]=[CH:25][CH:24]=3)=[CH:17][NH:18]2)=[CH:14][CH:13]=1)([C:4]([CH3:7])([CH3:6])[CH3:5])([CH3:3])[CH3:2].[OH:8][CH2:9][CH2:10][O:11][C:12]1[CH:20]=[C:19]2[C:15]([C:16]([C:21](=[O:30])[CH:22]([NH:36][C:35]3[CH:37]=[CH:38][CH:39]=[C:33]([O:32][CH3:31])[CH:34]=3)[C:23]3[CH:28]=[CH:27][CH:26]=[CH:25][CH:24]=3)=[CH:17][NH:18]2)=[CH:14][CH:13]=1. The catalyst class is: 10.